This data is from Catalyst prediction with 721,799 reactions and 888 catalyst types from USPTO. The task is: Predict which catalyst facilitates the given reaction. (1) Reactant: [CH3:1][C:2]([N:10]1[CH2:15][CH2:14][CH:13]([NH:16][CH2:17][C:18]2[CH:23]=[CH:22][C:21]([C:24]3[CH:29]=[CH:28][C:27]([O:30][C:31]([F:34])([F:33])[F:32])=[CH:26][CH:25]=3)=[CH:20][CH:19]=2)[CH2:12][CH2:11]1)([CH3:9])[C:3]([O:5][CH:6]([CH3:8])[CH3:7])=[O:4].[F:35][C:36]1[C:41]([F:42])=[CH:40][CH:39]=[CH:38][C:37]=1[CH2:43][CH2:44][C:45]1[N:50]([CH2:51][C:52](O)=[O:53])[C:49]2[N:55]=[CH:56][CH:57]=[CH:58][C:48]=2[C:47](=[O:59])[N:46]=1.CN(C(ON1N=NC2C=CC=NC1=2)=[N+](C)C)C.F[P-](F)(F)(F)(F)F.CCN(C(C)C)C(C)C. Product: [F:35][C:36]1[C:41]([F:42])=[CH:40][CH:39]=[CH:38][C:37]=1[CH2:43][CH2:44][C:45]1[N:50]([CH2:51][C:52]([N:16]([CH2:17][C:18]2[CH:23]=[CH:22][C:21]([C:24]3[CH:25]=[CH:26][C:27]([O:30][C:31]([F:33])([F:32])[F:34])=[CH:28][CH:29]=3)=[CH:20][CH:19]=2)[CH:13]2[CH2:14][CH2:15][N:10]([C:2]([CH3:1])([CH3:9])[C:3]([O:5][CH:6]([CH3:8])[CH3:7])=[O:4])[CH2:11][CH2:12]2)=[O:53])[C:49]2[N:55]=[CH:56][CH:57]=[CH:58][C:48]=2[C:47](=[O:59])[N:46]=1. The catalyst class is: 3. (2) Reactant: [CH:1]1([NH:4][C:5]([C:7]2[CH:8]=[CH:9][C:10]([CH3:30])=[C:11]([C:13]3[C:14]([C:27]([OH:29])=O)=[CH:15][C:16]([C:19]([NH:21][CH2:22][C:23]([CH3:26])([CH3:25])[CH3:24])=[O:20])=[CH:17][CH:18]=3)[CH:12]=2)=[O:6])[CH2:3][CH2:2]1.CN(C(ON1N=NC2C=CC=CC1=2)=[N+](C)C)C.F[P-](F)(F)(F)(F)F.CCN(CC)CC.[S:62]1[CH:66]=[CH:65][N:64]=[C:63]1[NH2:67]. Product: [CH:1]1([NH:4][C:5]([C:7]2[CH:12]=[C:11]([C:13]3[C:14]([C:27]([NH:67][C:63]4[S:62][CH:66]=[CH:65][N:64]=4)=[O:29])=[CH:15][C:16]([C:19]([NH:21][CH2:22][C:23]([CH3:26])([CH3:24])[CH3:25])=[O:20])=[CH:17][CH:18]=3)[C:10]([CH3:30])=[CH:9][CH:8]=2)=[O:6])[CH2:3][CH2:2]1. The catalyst class is: 3. (3) Reactant: [CH2:1]([O:8][C:9]1[CH:10]=[C:11]([C:15]2[CH:20]=[CH:19][C:18]([CH2:21][NH:22]C(=O)OC(C)(C)C)=[CH:17][CH:16]=2)[CH:12]=[CH:13][CH:14]=1)[C:2]1[CH:7]=[CH:6][CH:5]=[CH:4][CH:3]=1.FC(F)(F)C(O)=O.C(=O)([O-])O.[Na+]. Product: [CH2:1]([O:8][C:9]1[CH:10]=[C:11]([C:15]2[CH:16]=[CH:17][C:18]([CH2:21][NH2:22])=[CH:19][CH:20]=2)[CH:12]=[CH:13][CH:14]=1)[C:2]1[CH:3]=[CH:4][CH:5]=[CH:6][CH:7]=1. The catalyst class is: 4. (4) Reactant: [NH2:1][C:2]1[CH:3]=[C:4]([C@:10]2([CH3:21])[CH2:15][C@@H:14]([C:16]([F:19])([F:18])[F:17])[O:13][C:12]([NH2:20])=[N:11]2)[C:5]([O:8]C)=[N:6][CH:7]=1.Cl.O1CCOCC1. Product: [NH2:1][C:2]1[CH:3]=[C:4]([C@:10]2([CH3:21])[CH2:15][C@@H:14]([C:16]([F:19])([F:18])[F:17])[O:13][C:12]([NH2:20])=[N:11]2)[C:5](=[O:8])[NH:6][CH:7]=1. The catalyst class is: 6. (5) Reactant: [OH:1][CH2:2][C@@H:3]([NH:14][C:15]([O:17][CH2:18][C:19]1[CH:24]=[CH:23][CH:22]=[CH:21][CH:20]=1)=[O:16])[CH2:4][N:5]1[CH2:13][CH2:12][CH2:11][C@H:6]1[C:7]([O:9][CH3:10])=[O:8].C(N(CC)CC)C.[CH3:32][S:33](Cl)(=[O:35])=[O:34]. Product: [CH3:32][S:33]([O:1][CH2:2][C@@H:3]([NH:14][C:15]([O:17][CH2:18][C:19]1[CH:20]=[CH:21][CH:22]=[CH:23][CH:24]=1)=[O:16])[CH2:4][N:5]1[CH2:13][CH2:12][CH2:11][C@H:6]1[C:7]([O:9][CH3:10])=[O:8])(=[O:35])=[O:34]. The catalyst class is: 112.